This data is from Full USPTO retrosynthesis dataset with 1.9M reactions from patents (1976-2016). The task is: Predict the reactants needed to synthesize the given product. (1) Given the product [F:19][C:16]([F:17])([F:18])[C:13]1[N:11]2[N:12]=[C:7]([N:1]3[CH2:2][CH2:3][N:4]([CH2:20][C:22]4[CH:23]=[CH:24][C:25]([NH:28][C:29](=[O:35])[O:30][C:31]([CH3:33])([CH3:32])[CH3:34])=[CH:26][CH:27]=4)[CH2:5][CH2:6]3)[CH:8]=[CH:9][C:10]2=[N:15][N:14]=1, predict the reactants needed to synthesize it. The reactants are: [N:1]1([C:7]2[CH:8]=[CH:9][C:10]3[N:11]([C:13]([C:16]([F:19])([F:18])[F:17])=[N:14][N:15]=3)[N:12]=2)[CH2:6][CH2:5][NH:4][CH2:3][CH2:2]1.[CH:20]([C:22]1[CH:27]=[CH:26][C:25]([NH:28][C:29](=[O:35])[O:30][C:31]([CH3:34])([CH3:33])[CH3:32])=[CH:24][CH:23]=1)=O. (2) Given the product [NH2:1][C:2]1[C:7]([C:8]([NH:10][C@@H:11]([CH3:14])[CH2:12][Cl:18])=[O:9])=[C:6]([Cl:15])[N:5]=[CH:4][N:3]=1, predict the reactants needed to synthesize it. The reactants are: [NH2:1][C:2]1[C:7]([C:8]([NH:10][C@@H:11]([CH3:14])[CH2:12]O)=[O:9])=[C:6]([Cl:15])[N:5]=[CH:4][N:3]=1.O=S(Cl)[Cl:18].